Dataset: Full USPTO retrosynthesis dataset with 1.9M reactions from patents (1976-2016). Task: Predict the reactants needed to synthesize the given product. (1) Given the product [Cl:1][C:2]1[CH:3]=[CH:4][C:5]([C@H:8]2[C@@H:12]([C:13]3[CH:18]=[CH:17][C:16]([Cl:19])=[CH:15][CH:14]=3)[N:11]([C:20]([N:41]3[CH2:40][CH2:39][N:38]([CH2:37][C:36]([N:35]([CH3:45])[CH3:34])=[O:44])[CH2:43][CH2:42]3)=[O:21])[C:10]([C:23]3[C:24]([O:31][CH2:32][CH3:33])=[N:25][C:26]([S:29][CH3:30])=[N:27][CH:28]=3)=[N:9]2)=[CH:6][CH:7]=1, predict the reactants needed to synthesize it. The reactants are: [Cl:1][C:2]1[CH:7]=[CH:6][C:5]([CH:8]2[CH:12]([C:13]3[CH:18]=[CH:17][C:16]([Cl:19])=[CH:15][CH:14]=3)[N:11]([C:20](Cl)=[O:21])[C:10]([C:23]3[C:24]([O:31][CH2:32][CH3:33])=[N:25][C:26]([S:29][CH3:30])=[N:27][CH:28]=3)=[N:9]2)=[CH:4][CH:3]=1.[CH3:34][N:35]([CH3:45])[C:36](=[O:44])[CH2:37][N:38]1[CH2:43][CH2:42][NH:41][CH2:40][CH2:39]1. (2) The reactants are: [NH2:1][C:2]1[N:7]([C:8]2[CH:13]=[CH:12][C:11]([I:14])=[CH:10][C:9]=2[F:15])[C:6](=[O:16])[NH:5][C:4](=[O:17])[CH:3]=1.[CH3:18][N:19]([CH3:22])[CH:20]=O.CN(C(OC)OC)C.C(O)(C)C. Given the product [F:15][C:9]1[CH:10]=[C:11]([I:14])[CH:12]=[CH:13][C:8]=1[N:7]1[C:2]([N:1]=[CH:18][N:19]([CH3:22])[CH3:20])=[CH:3][C:4](=[O:17])[NH:5][C:6]1=[O:16], predict the reactants needed to synthesize it. (3) Given the product [CH2:10]([NH+:5]([CH2:1][CH2:2][CH2:3][CH3:4])[CH2:6][CH2:7][CH2:8][CH3:9])[CH2:11][CH2:12][CH3:13].[CH:19]([S:22]([O-:25])(=[O:24])=[O:23])=[CH:32][C:26]1[CH:31]=[CH:30][CH:29]=[CH:28][CH:27]=1, predict the reactants needed to synthesize it. The reactants are: [CH2:1]([NH+:5]([CH2:10][CH2:11][CH2:12][CH3:13])[CH2:6][CH2:7][CH2:8][CH3:9])[CH2:2][CH2:3][CH3:4].C=CC1C=C[C:19]([S:22]([O-:25])(=[O:24])=[O:23])=CC=1.[C:26]1([CH3:32])[CH:31]=[CH:30][CH:29]=[CH:28][CH:27]=1. (4) Given the product [Cl:17][C:15]1[CH:16]=[C:11]([NH:7][C:4]2[CH:5]=[CH:6][N:2]([CH3:1])[N:3]=2)[C:12]2[N:13]([C:18]([C:21]([NH:23][C:24]3[CH:29]=[CH:28][N:27]=[CH:26][C:25]=3[F:30])=[O:22])=[CH:19][N:20]=2)[N:14]=1, predict the reactants needed to synthesize it. The reactants are: [CH3:1][N:2]1[CH:6]=[CH:5][C:4]([NH2:7])=[N:3]1.[H-].[Na+].Br[C:11]1[C:12]2[N:13]([C:18]([C:21]([NH:23][C:24]3[CH:29]=[CH:28][N:27]=[CH:26][C:25]=3[F:30])=[O:22])=[CH:19][N:20]=2)[N:14]=[C:15]([Cl:17])[CH:16]=1.CO. (5) Given the product [C:20]1([C:19]2[NH:26][CH:2]=[C:3]([CH2:4][CH2:5][CH2:6][N:7]3[C:15](=[O:16])[C:14]4[C:9](=[CH:10][CH:11]=[CH:12][CH:13]=4)[C:8]3=[O:17])[N:27]=2)[CH:25]=[CH:24][CH:23]=[CH:22][CH:21]=1, predict the reactants needed to synthesize it. The reactants are: Br[CH2:2][C:3](=O)[CH2:4][CH2:5][CH2:6][N:7]1[C:15](=[O:16])[C:14]2[C:9](=[CH:10][CH:11]=[CH:12][CH:13]=2)[C:8]1=[O:17].[C:19]([NH2:27])(=[NH:26])[C:20]1[CH:25]=[CH:24][CH:23]=[CH:22][CH:21]=1.C(=O)([O-])[O-].[K+].[K+].